This data is from Catalyst prediction with 721,799 reactions and 888 catalyst types from USPTO. The task is: Predict which catalyst facilitates the given reaction. (1) Reactant: [CH:1]1([CH2:4][N:5]2[C:9]3[CH:10]=[CH:11][C:12]([OH:18])=[C:13]([C:14]([F:17])([F:16])[F:15])[C:8]=3[N:7]=[N:6]2)[CH2:3][CH2:2]1.[F:19][C:20]([F:33])([F:32])[S:21](O[S:21]([C:20]([F:33])([F:32])[F:19])(=[O:23])=[O:22])(=[O:23])=[O:22].O. Product: [F:19][C:20]([F:33])([F:32])[S:21]([O:18][C:12]1[CH:11]=[CH:10][C:9]2[N:5]([CH2:4][CH:1]3[CH2:3][CH2:2]3)[N:6]=[N:7][C:8]=2[C:13]=1[C:14]([F:16])([F:17])[F:15])(=[O:23])=[O:22]. The catalyst class is: 4. (2) The catalyst class is: 4. Reactant: CS(O[CH2:6][C:7]1[O:8][CH:9]=[C:10]([O:14][CH2:15][CH2:16][CH2:17][CH2:18][CH2:19][O:20][C:21]2[C:30]3[C:25](=[C:26]([C:31]([F:34])([F:33])[F:32])[CH:27]=[CH:28][CH:29]=3)[N:24]=[CH:23][CH:22]=2)[C:11](=[O:13])[CH:12]=1)(=O)=O.[CH3:35][N:36]1[CH2:41][CH2:40][NH:39][CH2:38][CH2:37]1. Product: [F:34][C:31]([F:33])([F:32])[C:26]1[CH:27]=[CH:28][CH:29]=[C:30]2[C:25]=1[N:24]=[CH:23][CH:22]=[C:21]2[O:20][CH2:19][CH2:18][CH2:17][CH2:16][CH2:15][O:14][C:10]1[C:11](=[O:13])[CH:12]=[C:7]([CH2:6][N:39]2[CH2:40][CH2:41][N:36]([CH3:35])[CH2:37][CH2:38]2)[O:8][CH:9]=1. (3) Reactant: [Br:1][C:2]1[CH:3]=[CH:4][CH:5]=[C:6]2[C:11]=1[N:10]=[C:9](Cl)[N:8]([CH:13]1[CH2:15][CH2:14]1)[C:7]2=[O:16].Cl.[CH3:18][C:19]1([NH2:22])[CH2:21][CH2:20]1.CCN(CC)CC.O. Product: [Br:1][C:2]1[CH:3]=[CH:4][CH:5]=[C:6]2[C:11]=1[N:10]=[C:9]([NH:22][C:19]1([CH3:18])[CH2:21][CH2:20]1)[N:8]([CH:13]1[CH2:15][CH2:14]1)[C:7]2=[O:16]. The catalyst class is: 197. (4) Reactant: [NH:1]1[CH2:5][CH2:4][CH2:3][C@H:2]1[CH2:6][OH:7].[N:8]1[CH:13]=[CH:12][CH:11]=[C:10]([S:14](Cl)(=[O:16])=[O:15])[CH:9]=1. Product: [N:8]1[CH:13]=[CH:12][CH:11]=[C:10]([S:14]([N:1]2[CH2:5][CH2:4][CH2:3][C@H:2]2[CH2:6][OH:7])(=[O:16])=[O:15])[CH:9]=1. The catalyst class is: 2. (5) Reactant: C(N(CC)CC)C.Cl.[CH3:9][C:10]1[C:18]([O:19][C@@H:20]2[CH2:25][CH2:24][C@H:23]([NH2:26])[CH2:22][CH2:21]2)=[CH:17][CH:16]=[C:15]2[C:11]=1[CH:12]=[N:13][NH:14]2.[CH3:27][S:28](Cl)(=[O:30])=[O:29].O. Product: [CH3:9][C:10]1[C:18]([O:19][C@@H:20]2[CH2:25][CH2:24][C@H:23]([NH:26][S:28]([CH3:27])(=[O:30])=[O:29])[CH2:22][CH2:21]2)=[CH:17][CH:16]=[C:15]2[C:11]=1[CH:12]=[N:13][NH:14]2. The catalyst class is: 217. (6) Reactant: Br[C:2]1[CH:6]=[CH:5][S:4][CH:3]=1.C(N(C(C)C)CC)(C)C.P([O-])([O-])(O)=O.[Na+].[Na+].P([O-])(O)(O)=O.[Na+].[P:29]([O-:36])([O:33][CH2:34][CH3:35])[O:30][CH2:31][CH3:32]. Product: [CH2:31]([O:30][P:29]([C:2]1[CH:6]=[CH:5][S:4][CH:3]=1)([O:33][CH2:34][CH3:35])=[O:36])[CH3:32]. The catalyst class is: 3. (7) Reactant: [Cl:1][C:2]1[CH:3]=[CH:4][C:5]([N:10]2[CH:14]=[N:13][N:12]=[N:11]2)=[C:6]([CH2:8][NH2:9])[CH:7]=1.CCN(C(C)C)C(C)C.[Br:24][CH2:25][C:26](Br)=[O:27]. Product: [Br:24][CH2:25][C:26]([NH:9][CH2:8][C:6]1[CH:7]=[C:2]([Cl:1])[CH:3]=[CH:4][C:5]=1[N:10]1[CH:14]=[N:13][N:12]=[N:11]1)=[O:27]. The catalyst class is: 49. (8) Reactant: [F:1][C:2]1[CH:7]=[C:6]([N:8]2[CH2:12][C@H:11]([CH2:13][N:14]3[CH:18]=[CH:17][N:16]=[N:15]3)[O:10][C:9]2=[O:19])[CH:5]=[CH:4][C:3]=1[C:20](=[S:22])[NH2:21].Cl[CH2:24][C:25]([CH3:27])=O. Product: [F:1][C:2]1[CH:7]=[C:6]([N:8]2[CH2:12][C@H:11]([CH2:13][N:14]3[CH:18]=[CH:17][N:16]=[N:15]3)[O:10][C:9]2=[O:19])[CH:5]=[CH:4][C:3]=1[C:20]1[S:22][CH:24]=[C:25]([CH3:27])[N:21]=1. The catalyst class is: 3.